This data is from Reaction yield outcomes from USPTO patents with 853,638 reactions. The task is: Predict the reaction yield, written as a fraction of the theoretical maximum amount of product (1.0 means a 100% yield; for example, 0.34 means a 34% yield). (1) The reactants are [CH3:1][C:2]1[O:6][N:5]=[C:4]([C:7]2[CH:12]=[CH:11][CH:10]=[CH:9][CH:8]=2)[C:3]=1[CH2:13][O:14][C:15]1[CH:23]=[C:22]([C:24]([F:27])([F:26])[F:25])[C:18]([C:19](O)=[O:20])=[CH:17][N:16]=1.[CH:28]([NH2:31])([CH3:30])[CH3:29]. No catalyst specified. The product is [CH:28]([NH:31][C:19](=[O:20])[C:18]1[C:22]([C:24]([F:27])([F:25])[F:26])=[CH:23][C:15]([O:14][CH2:13][C:3]2[C:4]([C:7]3[CH:8]=[CH:9][CH:10]=[CH:11][CH:12]=3)=[N:5][O:6][C:2]=2[CH3:1])=[N:16][CH:17]=1)([CH3:30])[CH3:29]. The yield is 0.270. (2) The reactants are [Cl:1][C:2]1[N:7]=[C:6]([NH:8][C@@H:9]([CH2:17][C:18]([O:20][C:21]([CH3:24])([CH3:23])[CH3:22])=[O:19])[C:10](OC(C)(C)C)=[O:11])[C:5]([N+:25]([O-])=O)=[C:4]([O:28][CH3:29])[CH:3]=1. The catalyst is CC(O)=O.[Fe]. The product is [Cl:1][C:2]1[CH:3]=[C:4]([O:28][CH3:29])[C:5]2[NH:25][C:10](=[O:11])[C@H:9]([CH2:17][C:18]([O:20][C:21]([CH3:24])([CH3:23])[CH3:22])=[O:19])[NH:8][C:6]=2[N:7]=1. The yield is 0.520. (3) The reactants are [C:1]([C:3]1([C:6]2[CH:7]=[C:8]([CH:12]=[CH:13][CH:14]=2)[C:9]([OH:11])=O)[CH2:5][CH2:4]1)#[N:2].C(Cl)(=O)C(Cl)=O.O1CCCC1.[NH2:26][C:27]1[C:28]([Cl:50])=[C:29]([C:46]([CH3:49])=[CH:47][CH:48]=1)[O:30][C:31]1[CH:32]=[CH:33][C:34]2[N:35]([CH:37]=[C:38]([NH:40][C:41]([CH:43]3[CH2:45][CH2:44]3)=[O:42])[N:39]=2)[N:36]=1. The catalyst is CN(C)C=O.CN1CCCC1=O. The product is [Cl:50][C:28]1[C:29]([O:30][C:31]2[CH:32]=[CH:33][C:34]3[N:35]([CH:37]=[C:38]([NH:40][C:41]([CH:43]4[CH2:45][CH2:44]4)=[O:42])[N:39]=3)[N:36]=2)=[C:46]([CH3:49])[CH:47]=[CH:48][C:27]=1[NH:26][C:9](=[O:11])[C:8]1[CH:12]=[CH:13][CH:14]=[C:6]([C:3]([C:1]#[N:2])([CH3:4])[CH3:5])[CH:7]=1. The yield is 0.510. (4) The reactants are C(B1O[C:9]([CH3:11])([CH3:10])[C:6]([CH3:8])([CH3:7])O1)(C)=C.ClC1C=[C:22]2[C:17]([C:18]([C:28]3[CH:33]=[CH:32][C:31]([O:34][CH3:35])=[CH:30][C:29]=3[F:36])=[CH:19][C:20]([C:24]([O:26][CH3:27])=[O:25])=[N:21]2)=[CH:16]C=1.[O-]P([O-])([O-])=O.[K+].[K+].[K+].O1CCOCC1. The catalyst is CCOC(C)=O.C([O-])(=O)C.[Pd+2].C([O-])(=O)C.C(P(C(C)(C)C)[C-]1C=CC=C1)(C)(C)C.[C-]1(P(C(C)(C)C)C(C)(C)C)C=CC=C1.[Fe+2].O. The product is [F:36][C:29]1[CH:30]=[C:31]([O:34][CH3:35])[CH:32]=[CH:33][C:28]=1[C:18]1[C:17]2[C:22](=[CH:11][C:9]([C:6]([CH3:7])=[CH2:8])=[CH:10][CH:16]=2)[N:21]=[C:20]([C:24]([O:26][CH3:27])=[O:25])[CH:19]=1. The yield is 0.649.